From a dataset of Reaction yield outcomes from USPTO patents with 853,638 reactions. Predict the reaction yield, written as a fraction of the theoretical maximum amount of product (1.0 means a 100% yield; for example, 0.34 means a 34% yield). The reactants are C([O:9][CH2:10][C:11]1[CH:15]=[C:14]([C@H:16]2[C@H:21]([O:22][CH2:23][C:24]3[CH:29]=[CH:28][CH:27]=[CH:26][CH:25]=3)[C@@H:20]([O:30][CH2:31][C:32]3[CH:37]=[CH:36][CH:35]=[CH:34][CH:33]=3)[C@H:19]([O:38][CH2:39][C:40]3[CH:45]=[CH:44][CH:43]=[CH:42][CH:41]=3)[C@@H:18]([CH2:46][O:47][CH2:48][C:49]3[CH:54]=[CH:53][CH:52]=[CH:51][CH:50]=3)[O:17]2)[S:13][C:12]=1[Cl:55])(=O)C1C=CC=CC=1. The catalyst is C1COCC1.CO.O. The product is [Cl:55][C:12]1[S:13][C:14]([C@H:16]2[C@H:21]([O:22][CH2:23][C:24]3[CH:25]=[CH:26][CH:27]=[CH:28][CH:29]=3)[C@@H:20]([O:30][CH2:31][C:32]3[CH:37]=[CH:36][CH:35]=[CH:34][CH:33]=3)[C@H:19]([O:38][CH2:39][C:40]3[CH:41]=[CH:42][CH:43]=[CH:44][CH:45]=3)[C@@H:18]([CH2:46][O:47][CH2:48][C:49]3[CH:50]=[CH:51][CH:52]=[CH:53][CH:54]=3)[O:17]2)=[CH:15][C:11]=1[CH2:10][OH:9]. The yield is 0.990.